From a dataset of Forward reaction prediction with 1.9M reactions from USPTO patents (1976-2016). Predict the product of the given reaction. (1) The product is: [CH2:9]=[CH:10][CH2:11][C@@H:12]([OH:21])[CH2:13][CH2:14][CH2:15][CH2:16][CH2:17][CH2:18][CH3:19]. Given the reactants C1C=C2C=C[C:9](O)=[C:10]([C:11]3C4[C:15](=[CH:16][CH:17]=[CH:18][CH:19]=4)[CH:14]=[CH:13][C:12]=3[OH:21])C2=CC=1.C([Sn](CCCC)(CCCC)CCCC)C=C.C(=O)CCCCCCC, predict the reaction product. (2) Given the reactants [C:1]([C:3]1[CH:4]=[C:5]([CH2:9][CH2:10][NH:11]C(=O)OC(C)(C)C)[CH:6]=[CH:7][CH:8]=1)#[N:2].C(O)(C(F)(F)F)=O, predict the reaction product. The product is: [NH2:11][CH2:10][CH2:9][C:5]1[CH:4]=[C:3]([CH:8]=[CH:7][CH:6]=1)[C:1]#[N:2]. (3) Given the reactants C([N:8]1[CH2:21][CH2:20][C:19]2[C:18]3[CH:17]=[CH:16][C:15]([C:22]4[CH:27]=[CH:26][CH:25]=[CH:24][CH:23]=4)=[CH:14][C:13]=3[NH:12][C:11]=2[CH2:10][CH2:9]1)C1C=CC=CC=1, predict the reaction product. The product is: [C:22]1([C:15]2[CH:16]=[CH:17][C:18]3[C:19]4[CH2:20][CH2:21][NH:8][CH2:9][CH2:10][C:11]=4[NH:12][C:13]=3[CH:14]=2)[CH:23]=[CH:24][CH:25]=[CH:26][CH:27]=1. (4) Given the reactants [CH3:1][O:2][C:3]1[CH:4]=[C:5]([CH:21]=[CH:22][CH:23]=1)[CH2:6][NH:7][C:8]1[N:16]=[C:15]([Cl:17])[N:14]=[C:13]2[C:9]=1[N:10]=[CH:11][N:12]2[CH:18]([CH3:20])[CH3:19].[Br:24]Br.N.CO, predict the reaction product. The product is: [CH3:1][O:2][C:3]1[CH:4]=[C:5]([CH:21]=[CH:22][CH:23]=1)[CH2:6][NH:7][C:8]1[N:16]=[C:15]([Cl:17])[N:14]=[C:13]2[C:9]=1[N:10]=[C:11]([Br:24])[N:12]2[CH:18]([CH3:20])[CH3:19]. (5) Given the reactants [CH3:1][C:2]1[N:7]=[C:6]([N:8]2[CH2:13][CH2:12][O:11][CH2:10][CH2:9]2)[CH:5]=[CH:4][C:3]=1[N+:14]([O-])=O.[Cl-].[NH4+], predict the reaction product. The product is: [CH3:1][C:2]1[C:3]([NH2:14])=[CH:4][CH:5]=[C:6]([N:8]2[CH2:13][CH2:12][O:11][CH2:10][CH2:9]2)[N:7]=1. (6) Given the reactants [F:1][C:2]([F:34])([F:33])[C:3]1[CH:28]=[C:27]([C:29]([F:32])([F:31])[F:30])[CH:26]=[CH:25][C:4]=1[CH2:5][N:6]1[C:14]2[C:9](=[CH:10][C:11]([CH:15]=[C:16]3[S:20][C:19](SCC)=[N:18][C:17]3=[O:24])=[CH:12][CH:13]=2)[CH:8]=[N:7]1.[CH3:35][O:36][C:37]([CH:39]1[CH2:44][CH2:43][NH:42][CH2:41][CH2:40]1)=[O:38], predict the reaction product. The product is: [F:34][C:2]([F:1])([F:33])[C:3]1[CH:28]=[C:27]([C:29]([F:30])([F:32])[F:31])[CH:26]=[CH:25][C:4]=1[CH2:5][N:6]1[C:14]2[C:9](=[CH:10][C:11]([CH:15]=[C:16]3[S:20][C:19]([N:42]4[CH2:43][CH2:44][CH:39]([C:37]([O:36][CH3:35])=[O:38])[CH2:40][CH2:41]4)=[N:18][C:17]3=[O:24])=[CH:12][CH:13]=2)[CH:8]=[N:7]1. (7) The product is: [Cl:1][C:2]1[N:7]=[C:6]2[NH:8][C:9](=[O:11])[C:10](=[CH:16][O:15][CH2:12][CH3:13])[C:5]2=[CH:4][CH:3]=1. Given the reactants [Cl:1][C:2]1[N:7]=[C:6]2[NH:8][C:9](=[O:11])[CH2:10][C:5]2=[CH:4][CH:3]=1.[C:12]([O:15][CH:16](OCC)OCC)(=O)[CH3:13], predict the reaction product.